This data is from Experimentally validated miRNA-target interactions with 360,000+ pairs, plus equal number of negative samples. The task is: Binary Classification. Given a miRNA mature sequence and a target amino acid sequence, predict their likelihood of interaction. (1) The miRNA is hsa-miR-1205 with sequence UCUGCAGGGUUUGCUUUGAG. The protein sequence of the target gene is MEHPSKMEFFQKLGYDREDVLRVLGKLGEGALVNDVLQELIRTGSRPGALEHPAAPRLVPRGSCGVPDSAQRGPGTALEEDFRTLASSLRPIVIDGSNVAMSHGNKETFSCRGIKLAVDWFRDRGHTYIKVFVPSWRKDPPRADTPIREQHVLAELERQAVLVYTPSRKVHGKRLVCYDDRYIVKVAYEQDGVIVSNDNYRDLQSENPEWKWFIEQRLLMFSFVNDRFMPPDDPLGRHGPSLSNFLSRKPKPPEPSWQHCPYGKKCTYGIKCKFYHPERPHHAQLAVADELRAKTGARPG.... Result: 0 (no interaction). (2) Result: 0 (no interaction). The miRNA is hsa-miR-487b-5p with sequence GUGGUUAUCCCUGUCCUGUUCG. The protein sequence of the target gene is MADAAPQLGKRKRELDVEEAHAASTEEKEAGVGNGTCAPVRLPFSGFRLQKVLRESARDKIIFLHGKVNEASGDGDGEDAVVILEKTPFQVEQVAQLLTGSPELQLQFSNDIYSTYHLFPPRQLNDVKTTVVYPATEKHLQKYLRQDLRLIRETGDDYRNITLPHLESQSLSIQWVYNILDKKAEADRIVFENPDPSDGFVLIPDLKWNQQQLDDLYLIAICHRRGIRSLRDLTPEHLPLLRNILHQGQEAILQRYRMKGDHLRVYLHYLPSYYHLHVHFTALGFEAPGSGVERAHLLAE.... (3) The miRNA is hsa-miR-766-3p with sequence ACUCCAGCCCCACAGCCUCAGC. The protein sequence of the target gene is MPPKFDPNEIKVVYLRCTGGEVGATSALAPKIGPLGLSPKKVGDDIAKATGDWKGLRITVKLTIQNRQAQIEVVPSASALIIKALKEPPRDRKKQKNIKHSGNITFDEIVNIARQMRHRSLARELSGTIKEILGTAQSVGCNVDGRHPHDIIDDINSGAVECPAS. Result: 1 (interaction). (4) The miRNA is hsa-miR-4783-3p with sequence CCCCGGUGUUGGGGCGCGUCUGC. The protein sequence of the target gene is MEGQSVEELLAKAEQDEAEKLQRITVHKELELQFDLGNLLASDRNPPTGLRCAGPTPEAELQALARDNTQLLINQLWQLPTERVEEAIVARLPEPTTRLPREKPLPRPRPLTRWQQFARLKGIRPKKKTNLVWDEVSGQWRRRWGYQRARDDTKEWLIEVPGNADPLEDQFAKRIQAKKERVAKNELNRLRNLARAHKMQLPSAAGLHPTGHQSKEELGRAMQVAKVSTASVGRFQERLPKEKVPRGSGKKRKFQPLFGDFAAEKKNQLELLRVMNSKKPQLDVTRATNKQMREEDQEEA.... Result: 1 (interaction). (5) Result: 1 (interaction). The miRNA is mmu-miR-362-3p with sequence AACACACCUGUUCAAGGAUUCA. The protein sequence of the target gene is MAVSTGVKVPRNFRLLEELEEGQKGVGDGTVSWGLEDDEDMTLTRWTGMIIGPPRTNYENRIYSLKVECGSKYPEAPPSVRFVTKINMNGINNSSGMVDARSIPVLAKWQNSYSIKVILQELRRLMMSKENMKLPQPPEGQTYNN. (6) The miRNA is hsa-miR-200b-3p with sequence UAAUACUGCCUGGUAAUGAUGA. The protein sequence of the target gene is MDYSHQTSLVPCGQDKYISKNELLLHLKTYNLYYEGQNLQLRHREEEDEFIVEGLLNISWGLRRPIRLQMQDDNERIRPPPSSSSWHSGCNLGAQGTTLKPLTVPKVQISEVDAPPEGDQMPSSTDSRGLKPLQEDTPQLMRTRSDVGVRRRGNVRTPSDQRRIRRHRFSINGHFYNHKTSVFTPAYGSVTNVRINSTMTTPQVLKLLLNKFKIENSAEEFALYVVHTSGEKQKLKATDYPLIARILQGPCEQISKVFLMEKDQVEEVTYDVAQYIKFEMPVLKSFIQKLQEEEDREVKK.... Result: 1 (interaction). (7) The miRNA is hsa-miR-369-3p with sequence AAUAAUACAUGGUUGAUCUUU. The protein sequence of the target gene is MDGSFVQHSVRVLQELNKQREKGQYCDATLDVGGLVFKAHWSVLACCSHFFQSLYGDGSGGSVVLPAGFAEIFGLLLDFFYTGHLALTSGNRDQVLLAARELRVPEAVELCQSFKPKTSVGQAAGGQSGLGPPASQNVNSHVKEPAGLEEEEVSRTLGLVPRDQEPRGSHSPQRPQLHSPAQSEGPSSLCGKLKQALKPCPLEDKKPEDCKVPPRPLEAEGAQLQGGSNEWEVVVQVEDDGDGDYMSEPEAVLTRRKSNVIRKPCAAEPALSAGSLAAEPAENRKGTAVPVECPTCHKKF.... Result: 0 (no interaction). (8) The miRNA is hsa-miR-4670-5p with sequence AAGCGACCAUGAUGUAACUUCA. The protein sequence of the target gene is MLSEGYLSGLEYWNDIHWSCASYNEQVAGEKEEETNSVATLSYSSVDETQVRSLYVSCKSSGKFISSVHSRESQHSRSQRVTVLQTNPNPVFESPNLAAVEICRDASRETYLVPSSCKSICKNYNDLQIAGGQVMAINSVTTDFPSESSFEYGPLLKSSEIPLPMEDSISTQPSDFPQKPIQRYSSYWRITSIKEKSSLQMQNPISNAVLNEYLEQKVVELYKQYIMDTVFHDSSPTQILASELIMTSVDQISLQVSREKNLETSKARDIVFSRLLQLMSTEITEISTPSLHISQYSNVN.... Result: 1 (interaction).